This data is from Catalyst prediction with 721,799 reactions and 888 catalyst types from USPTO. The task is: Predict which catalyst facilitates the given reaction. Reactant: Cl.Cl[CH2:3][CH2:4][N:5]([CH3:7])[CH3:6].C([O-])([O-])=O.[Cs+].[Cs+].[Cl:14][C:15]1[CH:16]=[C:17]([C:22]2[N:27]=[C:26]([N:28]3[CH2:32][CH2:31][CH2:30][CH:29]3[CH3:33])[N:25]=[C:24]([N:34]3[CH2:39][CH2:38][N:37]([C:40]4[N:45]=[CH:44][C:43]([OH:46])=[CH:42][C:41]=4[CH3:47])[CH2:36][CH2:35]3)[CH:23]=2)[CH:18]=[CH:19][C:20]=1[F:21].[Na+].[I-]. Product: [Cl:14][C:15]1[CH:16]=[C:17]([C:22]2[N:27]=[C:26]([N:28]3[CH2:32][CH2:31][CH2:30][CH:29]3[CH3:33])[N:25]=[C:24]([N:34]3[CH2:35][CH2:36][N:37]([C:40]4[N:45]=[CH:44][C:43]([O:46][CH2:3][CH2:4][N:5]([CH3:7])[CH3:6])=[CH:42][C:41]=4[CH3:47])[CH2:38][CH2:39]3)[CH:23]=2)[CH:18]=[CH:19][C:20]=1[F:21]. The catalyst class is: 3.